This data is from Catalyst prediction with 721,799 reactions and 888 catalyst types from USPTO. The task is: Predict which catalyst facilitates the given reaction. Reactant: Cl[C:2]([O:4][CH2:5][CH3:6])=[O:3].[NH2:7][C:8]1[CH:13]=[CH:12][CH:11]=[CH:10][C:9]=1[C:14]1[CH:19]=[CH:18][CH:17]=[CH:16][CH:15]=1.N1C=CC=CC=1.[OH-].[Na+]. Product: [CH2:5]([O:4][C:2]([NH:7][C:8]1[CH:13]=[CH:12][CH:11]=[CH:10][C:9]=1[C:14]1[CH:15]=[CH:16][CH:17]=[CH:18][CH:19]=1)=[O:3])[CH3:6]. The catalyst class is: 4.